From a dataset of Reaction yield outcomes from USPTO patents with 853,638 reactions. Predict the reaction yield, written as a fraction of the theoretical maximum amount of product (1.0 means a 100% yield; for example, 0.34 means a 34% yield). (1) The yield is 0.260. The product is [F:1][C:2]1[CH:10]=[CH:9][C:5]([C:6]([O:8][C:15]([CH3:18])([CH3:17])[CH3:16])=[O:7])=[C:4]([CH3:11])[CH:3]=1. The reactants are [F:1][C:2]1[CH:10]=[CH:9][C:5]([C:6]([OH:8])=[O:7])=[C:4]([CH3:11])[CH:3]=1.C(OC(O[C:15]([CH3:18])([CH3:17])[CH3:16])=O)(O[C:15]([CH3:18])([CH3:17])[CH3:16])=O. The catalyst is CC(O)(C)C.CN(C)C1C=CN=CC=1. (2) The catalyst is O1CCCC1. The yield is 0.700. The reactants are [C:1]([SiH2:5][O:6][C:7]([CH3:25])([CH3:24])[CH:8]1[CH2:17][CH2:16][C:15]2[C:10](=[CH:11][C:12]([CH2:18][C:19]([CH3:22])([CH3:21])[CH3:20])=[CH:13][CH:14]=2)[C:9]1=[O:23])([CH3:4])([CH3:3])[CH3:2].B1(C)OC(C2C=CC=CC=2)(C2C=CC=CC=2)[C@H]2N1CCC2.B.CSC. The product is [C:1]([SiH2:5][O:6][C:7]([CH3:25])([CH3:24])[CH:8]1[CH2:17][CH2:16][C:15]2[C:10](=[CH:11][C:12]([CH2:18][C:19]([CH3:22])([CH3:21])[CH3:20])=[CH:13][CH:14]=2)[CH:9]1[OH:23])([CH3:4])([CH3:3])[CH3:2]. (3) The reactants are [F:1][C:2]1[CH:7]=[CH:6][CH:5]=[C:4](I)[CH:3]=1.[C:9]1([S:15]([O-:17])=[O:16])[CH:14]=[CH:13][CH:12]=[CH:11][CH:10]=1.[Na+].CNCCNC. The catalyst is CS(C)=O. The product is [C:9]1([S:15]([C:4]2[CH:5]=[CH:6][CH:7]=[C:2]([F:1])[CH:3]=2)(=[O:17])=[O:16])[CH:14]=[CH:13][CH:12]=[CH:11][CH:10]=1. The yield is 0.730. (4) The reactants are Br[C:2]1[CH:7]=[CH:6][CH:5]=[CH:4][C:3]=1[CH2:8][CH3:9].[CH:10]1([C:16]([CH:18]2[CH2:23][CH2:22][CH2:21][CH2:20][CH2:19]2)=[O:17])[CH2:15][CH2:14][CH2:13][CH2:12][CH2:11]1. The catalyst is C1COCC1. The product is [CH:18]1([C:16]([CH:10]2[CH2:11][CH2:12][CH2:13][CH2:14][CH2:15]2)([OH:17])[CH2:9][CH2:8][C:3]2[CH:4]=[CH:5][CH:6]=[CH:7][CH:2]=2)[CH2:19][CH2:20][CH2:21][CH2:22][CH2:23]1. The yield is 0.840.